Dataset: Full USPTO retrosynthesis dataset with 1.9M reactions from patents (1976-2016). Task: Predict the reactants needed to synthesize the given product. (1) Given the product [N:31]([CH2:12][CH:13]1[O:18][C:17]2[C:19]([C:23]3[CH:28]=[CH:27][CH:26]=[CH:25][C:24]=3[Cl:29])=[CH:20][CH:21]=[CH:22][C:16]=2[N:15]([CH3:30])[CH2:14]1)=[N+:32]=[N-:33], predict the reactants needed to synthesize it. The reactants are: CC1C=CC(S(O[CH2:12][CH:13]2[O:18][C:17]3[C:19]([C:23]4[CH:28]=[CH:27][CH:26]=[CH:25][C:24]=4[Cl:29])=[CH:20][CH:21]=[CH:22][C:16]=3[N:15]([CH3:30])[CH2:14]2)(=O)=O)=CC=1.[N-:31]=[N+:32]=[N-:33].[Na+]. (2) The reactants are: [CH3:1][O:2][C:3](=[O:19])[CH:4]([NH:8][C:9](=[O:18])[C:10]1[C:15]([Cl:16])=[CH:14][CH:13]=[CH:12][C:11]=1[Cl:17])[CH2:5][CH:6]=[CH2:7].Br[C:21]1[CH:26]=[CH:25][C:24]([N:27]([CH2:34][C:35]2[CH:36]=[N:37][CH:38]=[CH:39][CH:40]=2)[C:28]2[N:33]=[CH:32][CH:31]=[CH:30][N:29]=2)=[CH:23][CH:22]=1. Given the product [CH3:1][O:2][C:3](=[O:19])[CH:4]([NH:8][C:9](=[O:18])[C:10]1[C:11]([Cl:17])=[CH:12][CH:13]=[CH:14][C:15]=1[Cl:16])[CH2:5]/[CH:6]=[CH:7]/[C:21]1[CH:22]=[CH:23][C:24]([N:27]([CH2:34][C:35]2[CH:36]=[N:37][CH:38]=[CH:39][CH:40]=2)[C:28]2[N:33]=[CH:32][CH:31]=[CH:30][N:29]=2)=[CH:25][CH:26]=1, predict the reactants needed to synthesize it.